From a dataset of Reaction yield outcomes from USPTO patents with 853,638 reactions. Predict the reaction yield, written as a fraction of the theoretical maximum amount of product (1.0 means a 100% yield; for example, 0.34 means a 34% yield). (1) The catalyst is C1C=CC([P]([Pd]([P](C2C=CC=CC=2)(C2C=CC=CC=2)C2C=CC=CC=2)([P](C2C=CC=CC=2)(C2C=CC=CC=2)C2C=CC=CC=2)[P](C2C=CC=CC=2)(C2C=CC=CC=2)C2C=CC=CC=2)(C2C=CC=CC=2)C2C=CC=CC=2)=CC=1. The reactants are Br[C:2]1[CH:11]=[CH:10][C:9]2[C:4](=[N:5][C:6](Br)=[CH:7][CH:8]=2)[N:3]=1.[CH3:13][O:14][C:15]([C:17]1[CH:18]=[C:19](B(O)O)[CH:20]=[CH:21][CH:22]=1)=[O:16].[F-].[Cs+]. The yield is 0.830. The product is [N:3]1[C:4]2[C:9](=[CH:8][CH:7]=[C:6]([C:21]3[CH:22]=[C:17]([CH:18]=[CH:19][CH:20]=3)[C:15]([O:14][CH3:13])=[O:16])[N:5]=2)[CH:10]=[CH:11][C:2]=1[C:21]1[CH:22]=[C:17]([CH:18]=[CH:19][CH:20]=1)[C:15]([O:14][CH3:13])=[O:16]. (2) The reactants are C(O)(C(F)(F)F)=O.[F:8][C:9]1[CH:14]=[CH:13][CH:12]=[C:11]([F:15])[C:10]=1[C:16]1[S:17][CH:18]=[C:19]([C:21]([NH:23][C:24]2[C:25]([N:33]3[CH2:38][CH2:37][CH2:36][C@H:35]([NH:39]C(=O)OC(C)(C)C)[CH2:34]3)=[C:26]3[CH:32]=[CH:31][S:30][C:27]3=[N:28][CH:29]=2)=[O:22])[N:20]=1. The catalyst is C(Cl)Cl. The product is [NH2:39][C@H:35]1[CH2:36][CH2:37][CH2:38][N:33]([C:25]2[C:24]([NH:23][C:21]([C:19]3[N:20]=[C:16]([C:10]4[C:9]([F:8])=[CH:14][CH:13]=[CH:12][C:11]=4[F:15])[S:17][CH:18]=3)=[O:22])=[CH:29][N:28]=[C:27]3[S:30][CH:31]=[CH:32][C:26]=23)[CH2:34]1. The yield is 0.340. (3) The product is [CH3:1][O:2][CH2:3][CH2:4][CH2:5][O:6][C:7]1[CH:12]=[CH:11][N:10]=[C:9]([CH2:13][S:14]([C:15]2[NH:16][C:17]3[CH:23]=[CH:22][CH:21]=[CH:20][C:18]=3[N:19]=2)=[O:25])[C:8]=1[CH3:24]. The reactants are [CH3:1][O:2][CH2:3][CH2:4][CH2:5][O:6][C:7]1[CH:12]=[CH:11][N:10]=[C:9]([CH2:13][S:14][C:15]2[NH:19][C:18]3[CH:20]=[CH:21][CH:22]=[CH:23][C:17]=3[N:16]=2)[C:8]=1[CH3:24].[OH-:25].[Na+].O. The catalyst is ClCCl. The yield is 0.235.